This data is from Reaction yield outcomes from USPTO patents with 853,638 reactions. The task is: Predict the reaction yield, written as a fraction of the theoretical maximum amount of product (1.0 means a 100% yield; for example, 0.34 means a 34% yield). (1) The reactants are Br[C:2]1[S:6][C:5]([CH:7]=[O:8])=[CH:4][CH:3]=1.[C:9]1(B(O)O)[CH:14]=[CH:13][CH:12]=[CH:11][CH:10]=1.C([O-])([O-])=O.[Na+].[Na+].CCOCC. The catalyst is C1COCC1.C1C=CC(P(C2C=CC=CC=2)C2C=CC=CC=2)=CC=1.C1C=CC(P(C2C=CC=CC=2)C2C=CC=CC=2)=CC=1.C1C=CC(P(C2C=CC=CC=2)C2C=CC=CC=2)=CC=1.C1C=CC(P(C2C=CC=CC=2)C2C=CC=CC=2)=CC=1.[Pd]. The product is [C:9]1([C:2]2[S:6][C:5]([CH:7]=[O:8])=[CH:4][CH:3]=2)[CH:14]=[CH:13][CH:12]=[CH:11][CH:10]=1. The yield is 0.910. (2) The reactants are [OH:1][C:2]1[CH:9]=[CH:8][C:5]([CH:6]=O)=[CH:4][CH:3]=1.[H-].[Na+].Br[CH2:13][CH2:14][O:15][Si](C(C)(C)C)(C)C.[CH3:23]N(C)C=O. No catalyst specified. The product is [CH:6]([C:5]1[CH:8]=[CH:9][C:2]([O:1][CH2:13][CH2:14][OH:15])=[CH:3][CH:4]=1)=[CH2:23]. The yield is 0.600. (3) The reactants are [N:1]1[CH:6]=[CH:5][C:4]([CH2:7][O:8][C:9]2[CH:18]=[C:17]3[C:12]([C:13](=O)[NH:14][CH:15]=[N:16]3)=[CH:11][CH:10]=2)=[CH:3][CH:2]=1.S(Cl)([Cl:22])=O. The catalyst is CN(C=O)C. The product is [ClH:22].[Cl:22][C:13]1[C:12]2[C:17](=[CH:18][C:9]([O:8][CH2:7][C:4]3[CH:5]=[CH:6][N:1]=[CH:2][CH:3]=3)=[CH:10][CH:11]=2)[N:16]=[CH:15][N:14]=1. The yield is 0.980. (4) The reactants are [CH3:1][O:2][C:3]([CH:5](P(OC)(OC)=O)[NH:6][C:7]([O:9][CH2:10][C:11]1[CH:16]=[CH:15][CH:14]=[CH:13][CH:12]=1)=[O:8])=[O:4].[CH3:23][C:24]1[CH:25]=[C:26]([CH:29]=O)[S:27][CH:28]=1.C1CCN2C(=NCCC2)CC1. The catalyst is ClCCl. The product is [CH2:10]([O:9][C:7]([NH:6]/[C:5](=[CH:29]\[C:26]1[S:27][CH:28]=[C:24]([CH3:23])[CH:25]=1)/[C:3]([O:2][CH3:1])=[O:4])=[O:8])[C:11]1[CH:12]=[CH:13][CH:14]=[CH:15][CH:16]=1. The yield is 0.670. (5) The reactants are [CH3:1][S:2]([C:5]1[CH:10]=[CH:9][C:8]([CH:11]([CH2:15][CH:16]2[CH2:21][CH2:20][CH2:19][CH2:18][O:17]2)[C:12]([OH:14])=O)=[CH:7][CH:6]=1)(=[O:4])=[O:3].F[P-](F)(F)(F)(F)F.N1(O[P+](N(C)C)(N(C)C)N(C)C)C2C=CC=CC=2N=N1.[NH2:49][C:50]1[S:51][CH:52]=[CH:53][N:54]=1.C(N(CC)CC)C. The catalyst is C(Cl)Cl.O. The product is [CH3:1][S:2]([C:5]1[CH:6]=[CH:7][C:8]([CH:11]([CH2:15][CH:16]2[CH2:21][CH2:20][CH2:19][CH2:18][O:17]2)[C:12]([NH:49][C:50]2[S:51][CH:52]=[CH:53][N:54]=2)=[O:14])=[CH:9][CH:10]=1)(=[O:3])=[O:4]. The yield is 0.710. (6) The reactants are [CH3:1][CH:2]([C:6](=[O:8])[CH3:7])[C:3](=[O:5])[CH3:4].[CH:9](=O)[C:10]1[CH:15]=[CH:14][CH:13]=[CH:12][CH:11]=1.B(OCCCC)(OCCCC)O[CH2:19][CH2:20][CH2:21]C.[CH2:33](N)[CH2:34][CH2:35][CH3:36]. The catalyst is C(OCC)(=O)C. The product is [CH3:1][CH:2]([C:6](=[O:8])[CH:7]=[CH:36][C:35]1[CH:21]=[CH:20][CH:19]=[CH:33][CH:34]=1)[C:3](=[O:5])[CH:4]=[CH:9][C:10]1[CH:15]=[CH:14][CH:13]=[CH:12][CH:11]=1. The yield is 0.620.